From a dataset of NCI-60 drug combinations with 297,098 pairs across 59 cell lines. Regression. Given two drug SMILES strings and cell line genomic features, predict the synergy score measuring deviation from expected non-interaction effect. Synergy scores: CSS=4.85, Synergy_ZIP=-2.82, Synergy_Bliss=-3.46, Synergy_Loewe=-3.90, Synergy_HSA=-2.88. Drug 2: C1=CN(C=N1)CC(O)(P(=O)(O)O)P(=O)(O)O. Drug 1: CS(=O)(=O)CCNCC1=CC=C(O1)C2=CC3=C(C=C2)N=CN=C3NC4=CC(=C(C=C4)OCC5=CC(=CC=C5)F)Cl. Cell line: HCC-2998.